This data is from Catalyst prediction with 721,799 reactions and 888 catalyst types from USPTO. The task is: Predict which catalyst facilitates the given reaction. (1) Reactant: [CH:1]([C:3]1[CH:8]=[CH:7][C:6]([N:9]([C:16]2[CH:21]=[CH:20][C:19]([CH:22]=[O:23])=[CH:18][CH:17]=2)[C:10]2[CH:15]=[CH:14][CH:13]=[CH:12][CH:11]=2)=[CH:5][CH:4]=1)=[O:2].[BH4-].[Na+]. Product: [OH:23][CH2:22][C:19]1[CH:20]=[CH:21][C:16]([N:9]([C:6]2[CH:5]=[CH:4][C:3]([CH2:1][OH:2])=[CH:8][CH:7]=2)[C:10]2[CH:15]=[CH:14][CH:13]=[CH:12][CH:11]=2)=[CH:17][CH:18]=1. The catalyst class is: 8. (2) Reactant: [CH2:1]([O:8][C:9]1[CH:10]=[CH:11][C:12]([Br:22])=[C:13]([CH2:15][CH:16]([C:20]#[N:21])C(O)=O)[CH:14]=1)[C:2]1[CH:7]=[CH:6][CH:5]=[CH:4][CH:3]=1.O. Product: [CH2:1]([O:8][C:9]1[CH:10]=[CH:11][C:12]([Br:22])=[C:13]([CH2:15][CH2:16][C:20]#[N:21])[CH:14]=1)[C:2]1[CH:3]=[CH:4][CH:5]=[CH:6][CH:7]=1. The catalyst class is: 44.